From a dataset of Forward reaction prediction with 1.9M reactions from USPTO patents (1976-2016). Predict the product of the given reaction. (1) Given the reactants [CH3:1][O:2][C:3]1[CH:26]=[CH:25][C:6]([C:7]([NH:9][C:10]2[C:11]([NH:16][C:17]([CH:19]3[CH2:24][CH2:23][NH:22][CH2:21][CH2:20]3)=[O:18])=[CH:12][CH:13]=[CH:14][CH:15]=2)=[O:8])=[CH:5][CH:4]=1.[I:27][C:28]1[CH:35]=[CH:34][C:31]([CH:32]=O)=[CH:30][CH:29]=1, predict the reaction product. The product is: [CH3:1][O:2][C:3]1[CH:4]=[CH:5][C:6]([C:7]([NH:9][C:10]2[C:11]([NH:16][C:17]([CH:19]3[CH2:20][CH2:21][N:22]([CH2:32][C:31]4[CH:34]=[CH:35][C:28]([I:27])=[CH:29][CH:30]=4)[CH2:23][CH2:24]3)=[O:18])=[CH:12][CH:13]=[CH:14][CH:15]=2)=[O:8])=[CH:25][CH:26]=1. (2) Given the reactants [Si]([O:8][C@@H:9]1[CH2:13][CH2:12][N:11]([C:14]2[CH:19]=[CH:18][C:17]([N:20]3[CH2:24][C@H:23]([CH2:25][O:26][C:27]4[CH:31]=[CH:30][O:29][N:28]=4)[O:22][C:21]3=[O:32])=[CH:16][C:15]=2[F:33])[CH2:10]1)(C(C)(C)C)(C)C.O.O1CCCC1, predict the reaction product. The product is: [OH:8][C@@H:9]1[CH2:13][CH2:12][N:11]([C:14]2[CH:19]=[CH:18][C:17]([N:20]3[CH2:24][C@H:23]([CH2:25][O:26][C:27]4[CH:31]=[CH:30][O:29][N:28]=4)[O:22][C:21]3=[O:32])=[CH:16][C:15]=2[F:33])[CH2:10]1.